Dataset: NCI-60 drug combinations with 297,098 pairs across 59 cell lines. Task: Regression. Given two drug SMILES strings and cell line genomic features, predict the synergy score measuring deviation from expected non-interaction effect. (1) Drug 1: CC1=C2C(C(=O)C3(C(CC4C(C3C(C(C2(C)C)(CC1OC(=O)C(C(C5=CC=CC=C5)NC(=O)OC(C)(C)C)O)O)OC(=O)C6=CC=CC=C6)(CO4)OC(=O)C)OC)C)OC. Drug 2: COC1=C(C=C2C(=C1)N=CN=C2NC3=CC(=C(C=C3)F)Cl)OCCCN4CCOCC4. Cell line: SF-295. Synergy scores: CSS=51.6, Synergy_ZIP=4.96, Synergy_Bliss=4.00, Synergy_Loewe=-11.7, Synergy_HSA=6.37. (2) Drug 1: CN(CCCl)CCCl.Cl. Drug 2: C1C(C(OC1N2C=NC3=C2NC=NCC3O)CO)O. Cell line: SF-539. Synergy scores: CSS=15.1, Synergy_ZIP=-4.03, Synergy_Bliss=-3.39, Synergy_Loewe=-18.4, Synergy_HSA=-5.97.